Dataset: Reaction yield outcomes from USPTO patents with 853,638 reactions. Task: Predict the reaction yield, written as a fraction of the theoretical maximum amount of product (1.0 means a 100% yield; for example, 0.34 means a 34% yield). (1) The reactants are [C:1]([C:5]1[CH:19]=[CH:18][C:8]([C:9]([CH:11]2[CH2:16][CH2:15][CH2:14][CH2:13][C:12]2=O)=[O:10])=[CH:7][CH:6]=1)([CH3:4])([CH3:3])[CH3:2].[CH3:20][O:21][C:22](=[O:33])[C@H:23]([CH2:25][C:26]1[CH:31]=[CH:30][C:29]([OH:32])=[CH:28][CH:27]=1)[NH2:24].O.CO. The catalyst is C1(OC)C=CC=CC=1.[Pd]. The product is [CH3:20][O:21][C:22](=[O:33])[CH:23]([NH:24][C:12]1[CH:13]=[CH:14][CH:15]=[CH:16][C:11]=1[C:9](=[O:10])[C:8]1[CH:18]=[CH:19][C:5]([C:1]([CH3:4])([CH3:3])[CH3:2])=[CH:6][CH:7]=1)[CH2:25][C:26]1[CH:31]=[CH:30][C:29]([OH:32])=[CH:28][CH:27]=1. The yield is 0.410. (2) The reactants are C(C1C=C(NC2N=C(NC3C=CC=C(C(O)=O)C=3)C(F)=CN=2)C=CC=1)(O)=O.C[O:29][C:30]([C:32]1[CH:37]=[CH:36][C:35]([NH:38][C:39]2[N:44]=[C:43]([NH:45][C:46]3[CH:51]=[CH:50][C:49]([C:52]([O:54]C)=[O:53])=[CH:48][CH:47]=3)[C:42]([F:56])=[CH:41][N:40]=2)=[CH:34][CH:33]=1)=[O:31].[OH-].[Na+]. No catalyst specified. The product is [C:30]([C:32]1[CH:37]=[CH:36][C:35]([NH:38][C:39]2[N:44]=[C:43]([NH:45][C:46]3[CH:51]=[CH:50][C:49]([C:52]([OH:54])=[O:53])=[CH:48][CH:47]=3)[C:42]([F:56])=[CH:41][N:40]=2)=[CH:34][CH:33]=1)([OH:31])=[O:29]. The yield is 0.590. (3) The reactants are [Cl:1][C:2]1[CH:7]=[CH:6][C:5]([C:8](=[NH:20])[NH:9][C:10]2[CH:15]=[CH:14][C:13]([S:16]([CH3:19])(=[O:18])=[O:17])=[CH:12][CH:11]=2)=[CH:4][CH:3]=1.C(=O)(O)[O-].[Na+].Br[CH2:27][C:28]([C:30]1[CH:39]=[CH:38][C:37]2[C:32](=[CH:33][CH:34]=[CH:35][CH:36]=2)[CH:31]=1)=O. The catalyst is C(O)(C)C. The product is [Cl:1][C:2]1[CH:3]=[CH:4][C:5]([C:8]2[N:9]([C:10]3[CH:15]=[CH:14][C:13]([S:16]([CH3:19])(=[O:17])=[O:18])=[CH:12][CH:11]=3)[CH:27]=[C:28]([C:30]3[CH:39]=[CH:38][C:37]4[C:32](=[CH:33][CH:34]=[CH:35][CH:36]=4)[CH:31]=3)[N:20]=2)=[CH:6][CH:7]=1. The yield is 0.540. (4) The reactants are ClC1C(Cl)=C(C2C=CC(Cl)=CC=2)N=C(C(Cl)=O)C=1.[F-].[K+].[Cl:21][C:22]1[CH:27]=[CH:26][C:25]([C:28]2[N:33]=[C:32]([C:34](F)=[O:35])[CH:31]=[C:30]([F:37])[C:29]=2[F:38])=[CH:24][CH:23]=1.C(N(CC)CC)C.[CH:46]([OH:49])([CH3:48])[CH3:47]. The catalyst is S1(CCCC1)(=O)=O.O. The product is [Cl:21][C:22]1[CH:27]=[CH:26][C:25]([C:28]2[N:33]=[C:32]([C:34]([O:49][CH:46]([CH3:48])[CH3:47])=[O:35])[CH:31]=[C:30]([F:37])[C:29]=2[F:38])=[CH:24][CH:23]=1. The yield is 0.480. (5) The reactants are [S:1]1[CH:5]=[CH:4][CH:3]=[C:2]1[CH2:6][NH:7][C:8]([C:10]1[NH:11][C:12]2[C:17]([CH:18]=1)=[CH:16][C:15](Br)=[CH:14][C:13]=2[Cl:20])=[O:9].[NH:21]1[CH:25]=[CH:24][C:23](B(O)O)=[N:22]1.O1CCOCC1. The catalyst is [O-]P([O-])([O-])=O.[K+].[K+].[K+].C1C=CC([P]([Pd]([P](C2C=CC=CC=2)(C2C=CC=CC=2)C2C=CC=CC=2)([P](C2C=CC=CC=2)(C2C=CC=CC=2)C2C=CC=CC=2)[P](C2C=CC=CC=2)(C2C=CC=CC=2)C2C=CC=CC=2)(C2C=CC=CC=2)C2C=CC=CC=2)=CC=1. The product is [S:1]1[CH:5]=[CH:4][CH:3]=[C:2]1[CH2:6][NH:7][C:8]([C:10]1[NH:11][C:12]2[C:17]([CH:18]=1)=[CH:16][C:15]([C:24]1[CH:25]=[N:21][NH:22][CH:23]=1)=[CH:14][C:13]=2[Cl:20])=[O:9]. The yield is 0.200. (6) The reactants are [CH3:1][C:2]([CH3:34])([CH2:26][O:27]C1CCCCO1)[CH2:3][CH2:4][CH2:5][CH2:6][O:7][C:8](=[O:25])[NH:9][CH2:10][CH2:11][CH2:12][CH2:13][C:14]([CH3:24])([CH3:23])[CH2:15][O:16]C1CCCCO1. The catalyst is C(O)(=O)C.C1COCC1.O. The product is [OH:27][CH2:26][C:2]([CH3:34])([CH3:1])[CH2:3][CH2:4][CH2:5][CH2:6][O:7][C:8](=[O:25])[NH:9][CH2:10][CH2:11][CH2:12][CH2:13][C:14]([CH3:23])([CH3:24])[CH2:15][OH:16]. The yield is 0.760.